Dataset: Catalyst prediction with 721,799 reactions and 888 catalyst types from USPTO. Task: Predict which catalyst facilitates the given reaction. Reactant: [CH3:1][C:2]([CH3:5])([O-])[CH3:3].[K+].[O:7]1[CH2:11][CH2:10][CH2:9][CH2:8]1.CS(C)=O. Product: [CH3:10][CH:10]([CH:9]=[CH:8][CH:1]=[C:2]([CH3:5])[CH2:3][CH2:8][CH:1]=[C:2]([CH3:5])[CH3:3])[CH:11]([O:7][CH3:9])[O:7][CH3:11]. The catalyst class is: 6.